This data is from Full USPTO retrosynthesis dataset with 1.9M reactions from patents (1976-2016). The task is: Predict the reactants needed to synthesize the given product. (1) Given the product [Cl:9][C:10]1[N:15]=[C:14]([O:6][CH2:5][C:4]([F:8])([F:7])[F:3])[CH:13]=[CH:12][N:11]=1, predict the reactants needed to synthesize it. The reactants are: [H-].[Na+].[F:3][C:4]([F:8])([F:7])[CH2:5][OH:6].[Cl:9][C:10]1[N:15]=[C:14](Cl)[CH:13]=[CH:12][N:11]=1. (2) Given the product [CH:1]1([C@@H:7]([NH:11][C:12](=[O:48])[CH2:13][NH:14][C:15](=[O:47])[CH2:16][O:17][C:18]2[CH:19]=[CH:20][C:21]([C@@H:24]3[C@@H:27]([S:28][CH2:29][CH:30]([C:32]4[CH:33]=[CH:34][C:35]([F:38])=[CH:36][CH:37]=4)[OH:31])[C:26](=[O:39])[N:25]3[C:40]3[CH:41]=[CH:42][C:43]([F:46])=[CH:44][CH:45]=3)=[CH:22][CH:23]=2)[C:8]([OH:10])=[O:9])[CH2:6][CH2:5][CH2:4][CH2:3][CH2:2]1, predict the reactants needed to synthesize it. The reactants are: [CH:1]1([C@@H:7]([NH:11][C:12](=[O:48])[CH2:13][NH:14][C:15](=[O:47])[CH2:16][O:17][C:18]2[CH:23]=[CH:22][C:21]([C@@H:24]3[C@@H:27]([S:28][CH2:29][C:30]([C:32]4[CH:37]=[CH:36][C:35]([F:38])=[CH:34][CH:33]=4)=[O:31])[C:26](=[O:39])[N:25]3[C:40]3[CH:45]=[CH:44][C:43]([F:46])=[CH:42][CH:41]=3)=[CH:20][CH:19]=2)[C:8]([OH:10])=[O:9])[CH2:6][CH2:5][CH2:4][CH2:3][CH2:2]1. (3) Given the product [OH:39][C:33]1([C:27]2[CH:32]=[CH:31][CH:30]=[CH:29][CH:28]=2)[CH2:38][CH2:37][N:36]([C@H:2]([C:14]2[CH:19]=[CH:18][CH:17]=[CH:16][CH:15]=2)[C:3]([O:5][C@H:6]([C:8]2[CH:13]=[CH:12][CH:11]=[CH:10][CH:9]=2)[CH3:7])=[O:4])[CH2:35][CH2:34]1, predict the reactants needed to synthesize it. The reactants are: Br[CH:2]([C:14]1[CH:19]=[CH:18][CH:17]=[CH:16][CH:15]=1)[C:3]([O:5][C@H:6]([C:8]1[CH:13]=[CH:12][CH:11]=[CH:10][CH:9]=1)[CH3:7])=[O:4].C(N(CC)CC)C.[C:27]1([C:33]2([OH:39])[CH2:38][CH2:37][NH:36][CH2:35][CH2:34]2)[CH:32]=[CH:31][CH:30]=[CH:29][CH:28]=1.